This data is from Reaction yield outcomes from USPTO patents with 853,638 reactions. The task is: Predict the reaction yield, written as a fraction of the theoretical maximum amount of product (1.0 means a 100% yield; for example, 0.34 means a 34% yield). (1) The reactants are [N:1]1([C:7]2[N:14]=[CH:13][CH:12]=[CH:11][C:8]=2[C:9]#[N:10])[CH2:6][CH2:5][NH:4][CH2:3][CH2:2]1.Cl[C:16]1[CH:21]=[C:20]([NH:22][CH:23]2[CH2:25][CH2:24]2)[N:19]2[N:26]=[CH:27][C:28]([CH:29]=[O:30])=[C:18]2[N:17]=1.C(=O)([O-])[O-].[K+].[K+]. The catalyst is CN(C=O)C. The product is [CH:23]1([NH:22][C:20]2[N:19]3[N:26]=[CH:27][C:28]([CH:29]=[O:30])=[C:18]3[N:17]=[C:16]([N:4]3[CH2:3][CH2:2][N:1]([C:7]4[N:14]=[CH:13][CH:12]=[CH:11][C:8]=4[C:9]#[N:10])[CH2:6][CH2:5]3)[CH:21]=2)[CH2:24][CH2:25]1. The yield is 0.350. (2) The reactants are C[O:2][C:3](=[O:16])[C:4]1[C:9]([F:10])=[C:8]([O:11][CH3:12])[CH:7]=[C:6]([O:13][CH3:14])[C:5]=1[F:15].[OH-].[Na+]. The catalyst is C(O)C. The product is [F:10][C:9]1[C:8]([O:11][CH3:12])=[CH:7][C:6]([O:13][CH3:14])=[C:5]([F:15])[C:4]=1[C:3]([OH:16])=[O:2]. The yield is 0.810. (3) The reactants are [CH2:1]([O:8][C:9]1[C:10]([NH:17][C:18]2[S:19][CH:20]=[C:21]([CH3:23])[N:22]=2)=[N:11][CH:12]=[C:13]([CH:16]=1)[CH:14]=O)[C:2]1[CH:7]=[CH:6][CH:5]=[CH:4][CH:3]=1.[NH:24]1[CH2:29][CH2:28][O:27][CH2:26][CH2:25]1.[BH-](OC(C)=O)(OC(C)=O)OC(C)=O.[Na+].C(=O)(O)[O-].[Na+].[ClH:49]. The catalyst is C1COCC1. The product is [ClH:49].[ClH:49].[CH2:1]([O:8][C:9]1[C:10]([NH:17][C:18]2[S:19][CH:20]=[C:21]([CH3:23])[N:22]=2)=[N:11][CH:12]=[C:13]([CH2:14][N:24]2[CH2:29][CH2:28][O:27][CH2:26][CH2:25]2)[CH:16]=1)[C:2]1[CH:7]=[CH:6][CH:5]=[CH:4][CH:3]=1. The yield is 0.705. (4) The product is [CH3:1][C:2]1([CH3:38])[C:11]2[CH:10]=[C:9]([C:12](=[N:40][OH:41])[CH:13]=[CH:14][C:15]3[CH:29]=[CH:28][C:18]([C:19]([OH:21])=[O:20])=[CH:17][CH:16]=3)[CH:8]=[CH:7][C:6]=2[C:5]([C:31]2[CH:36]=[CH:35][C:34]([CH3:37])=[CH:33][CH:32]=2)=[CH:4][CH2:3]1. The catalyst is CCO.CS(C)=O.O. The reactants are [CH3:1][C:2]1([CH3:38])[C:11]2[CH:10]=[C:9]([C:12](=O)[CH:13]=[CH:14][C:15]3[CH:29]=[CH:28][C:18]([C:19]([O:21]CC[Si](C)(C)C)=[O:20])=[CH:17][CH:16]=3)[CH:8]=[CH:7][C:6]=2[C:5]([C:31]2[CH:36]=[CH:35][C:34]([CH3:37])=[CH:33][CH:32]=2)=[CH:4][CH2:3]1.Cl.[NH2:40][OH:41].N1C=CC=CC=1.[F-]. The yield is 0.420. (5) The reactants are I[CH:2]1[CH:11]([C:12]2[CH:17]=[CH:16][CH:15]=[CH:14][CH:13]=2)[CH:10]([C:18]2[CH:23]=[CH:22][C:21]([O:24][C:25](=[O:30])[C:26]([CH3:29])([CH3:28])[CH3:27])=[CH:20][CH:19]=2)[C:9]2[C:4](=[CH:5][C:6]([O:31][CH3:32])=[CH:7][CH:8]=2)[CH2:3]1.[Cl-].[NH4+]. The catalyst is C1(C)C=CC=CC=1. The product is [CH3:32][O:31][C:6]1[CH:5]=[C:4]2[C:9]([CH:10]([C:18]3[CH:19]=[CH:20][C:21]([O:24][C:25](=[O:30])[C:26]([CH3:28])([CH3:27])[CH3:29])=[CH:22][CH:23]=3)[CH:11]([C:12]3[CH:17]=[CH:16][CH:15]=[CH:14][CH:13]=3)[CH:2]=[CH:3]2)=[CH:8][CH:7]=1. The yield is 0.750. (6) The reactants are C1(S([CH:10]2[CH:15](S(C3C=CC=CC=3)(=O)=O)[CH:14]3[CH2:25][CH2:26][CH:11]2[CH:12]=[CH:13]3)(=O)=O)C=CC=CC=1.[N+:27]([CH2:29][C:30]([O:32][CH2:33][CH3:34])=[O:31])#[C-:28].CC(C)([O-])C.[K+].Cl. The catalyst is O1CCCC1. The product is [CH2:33]([O:32][C:30]([C:29]1[NH:27][CH:28]=[C:15]2[C:10]=1[CH:11]1[CH2:26][CH2:25][CH:14]2[CH:13]=[CH:12]1)=[O:31])[CH3:34]. The yield is 0.800. (7) The reactants are [C:1]([O:5][C:6]([N:8]1[CH2:12][C@H:11]([OH:13])[C@H:10]2[N:14]([C:17](=[O:36])[C@@H:18]([NH:23][C:24](=[O:35])[C:25]3[CH:30]=[CH:29][C:28]([C:31]([CH3:34])([CH3:33])[CH3:32])=[CH:27][CH:26]=3)[CH2:19][CH:20]([CH3:22])[CH3:21])[CH2:15][CH2:16][C@@H:9]12)=[O:7])([CH3:4])([CH3:3])[CH3:2].CC(OI1(OC(C)=O)(OC(C)=O)OC(=O)C2C=CC=CC1=2)=O. The catalyst is ClCCl. The product is [C:1]([O:5][C:6]([N:8]1[CH2:12][C:11](=[O:13])[C@H:10]2[N:14]([C:17](=[O:36])[C@@H:18]([NH:23][C:24](=[O:35])[C:25]3[CH:30]=[CH:29][C:28]([C:31]([CH3:34])([CH3:33])[CH3:32])=[CH:27][CH:26]=3)[CH2:19][CH:20]([CH3:22])[CH3:21])[CH2:15][CH2:16][C@@H:9]12)=[O:7])([CH3:2])([CH3:3])[CH3:4]. The yield is 0.710. (8) The reactants are [C:1]([N:4]1[CH2:9][CH2:8][CH2:7][C:6](=O)[CH2:5]1)(=[O:3])[CH3:2].[NH:11]([C:13]([O:15][C:16]([CH3:19])([CH3:18])[CH3:17])=[O:14])[NH2:12].C([BH3-])#N.[Na+].O.C1(C)C=CC(S(O)(=O)=O)=CC=1. The catalyst is O1CCCC1. The product is [C:1]([N:4]1[CH2:9][CH2:8][CH2:7][CH:6]([NH:12][NH:11][C:13]([O:15][C:16]([CH3:19])([CH3:18])[CH3:17])=[O:14])[CH2:5]1)(=[O:3])[CH3:2]. The yield is 0.330. (9) The reactants are [CH3:1][C@H:2]1[C@@H:27]2[O:28][C@@:26]2([CH3:29])[C@@H:25]([O:30][C:31]([C@@H:33]([N:35]([C:37]([CH2:39][CH2:40][SH:41])=[O:38])[CH3:36])[CH3:34])=[O:32])[CH2:24][C:22](=[O:23])[N:21]([CH3:42])[C:14]2=[C:15]([Cl:20])[C:16]([O:18][CH3:19])=[CH:17][C:12](=[CH:13]2)[CH2:11][C:10]([CH3:43])=[CH:9][CH:8]=[CH:7][C@@H:6]([O:44][CH3:45])[C@:5]2([OH:50])[NH:46][C:47]([O:49][C@H:3]1[CH2:4]2)=[O:48].[CH2:51]1[CH:56]([CH2:57][N:58]2[C:63](=[O:64])[CH:62]=[CH:61][C:59]2=[O:60])[CH2:55][CH2:54][CH:53]([C:65]([O:67][N:68]2[C:73](=[O:74])[CH2:72][CH2:71][C:69]2=[O:70])=[O:66])[CH2:52]1.P([O-])([O-])([O-])=O.P([O-])([O-])([O-])=O.[K+].[K+].[K+].C(N(CC(O)=O)CC(O)=O)CN(CC(O)=O)CC(O)=O. The catalyst is C1COCC1. The product is [CH3:1][C@H:2]1[C@@H:27]2[O:28][C@@:26]2([CH3:29])[C@@H:25]([O:30][C:31]([C@@H:33]([N:35]([C:37]([CH2:39][CH2:40][S:41][CH:62]2[C:63](=[O:64])[N:58]([CH2:57][CH:56]3[CH2:55][CH2:54][CH:53]([C:65]([O:67][N:68]4[C:73](=[O:74])[CH2:72][CH2:71][C:69]4=[O:70])=[O:66])[CH2:52][CH2:51]3)[C:59](=[O:60])[CH2:61]2)=[O:38])[CH3:36])[CH3:34])=[O:32])[CH2:24][C:22](=[O:23])[N:21]([CH3:42])[C:14]2=[C:15]([Cl:20])[C:16]([O:18][CH3:19])=[CH:17][C:12](=[CH:13]2)[CH2:11][C:10]([CH3:43])=[CH:9][CH:8]=[CH:7][C@@H:6]([O:44][CH3:45])[C@:5]2([OH:50])[NH:46][C:47]([O:49][C@H:3]1[CH2:4]2)=[O:48]. The yield is 0.639. (10) The reactants are [F:1][C:2]1[CH:28]=[C:27]([N+:29]([O-:31])=[O:30])[CH:26]=[CH:25][C:3]=1[O:4][C:5]1[C:14]2[C:9](=[CH:10][C:11]([O:17][CH2:18][CH:19]3[CH2:24][CH2:23][NH:22][CH2:21][CH2:20]3)=[C:12]([O:15][CH3:16])[CH:13]=2)[N:8]=[CH:7][CH:6]=1.C=O.[C:34](O[BH-](OC(=O)C)OC(=O)C)(=O)C.[Na+].[OH-].[Na+]. The catalyst is C(#N)C.O. The product is [F:1][C:2]1[CH:28]=[C:27]([N+:29]([O-:31])=[O:30])[CH:26]=[CH:25][C:3]=1[O:4][C:5]1[C:14]2[C:9](=[CH:10][C:11]([O:17][CH2:18][CH:19]3[CH2:24][CH2:23][N:22]([CH3:34])[CH2:21][CH2:20]3)=[C:12]([O:15][CH3:16])[CH:13]=2)[N:8]=[CH:7][CH:6]=1. The yield is 0.510.